Predict the reactants needed to synthesize the given product. From a dataset of Full USPTO retrosynthesis dataset with 1.9M reactions from patents (1976-2016). (1) Given the product [Cl:20][C:21]1[CH:26]=[C:25]([Cl:27])[CH:24]=[CH:23][C:22]=1[C:8]1[C:16]2[C:12](=[C:13]([CH:18]=[O:19])[N:14]([CH3:17])[N:15]=2)[CH:11]=[CH:10][CH:9]=1, predict the reactants needed to synthesize it. The reactants are: C([O-])([O-])=O.[Na+].[Na+].Br[C:8]1[C:16]2[C:12](=[C:13]([CH:18]=[O:19])[N:14]([CH3:17])[N:15]=2)[CH:11]=[CH:10][CH:9]=1.[Cl:20][C:21]1[CH:26]=[C:25]([Cl:27])[CH:24]=[CH:23][C:22]=1B(O)O. (2) Given the product [Si:27]([O:15][CH2:14][C@@H:3]1[C@@H:2]([OH:1])[CH2:6][CH2:5][N:4]1[C:7]([O:9][C:10]([CH3:11])([CH3:12])[CH3:13])=[O:8])([C:24]([CH3:26])([CH3:25])[CH3:23])([CH3:29])[CH3:28], predict the reactants needed to synthesize it. The reactants are: [OH:1][C@H:2]1[CH2:6][CH2:5][N:4]([C:7]([O:9][C:10]([CH3:13])([CH3:12])[CH3:11])=[O:8])[C@@H:3]1[CH2:14][OH:15].CCN(CC)CC.[CH3:23][C:24]([Si:27](Cl)([CH3:29])[CH3:28])([CH3:26])[CH3:25]. (3) Given the product [Br:1][C:2]1[N:3]([C:21]([O:23][C:24]([CH3:27])([CH3:26])[CH3:25])=[O:22])[C:4]2[C:9]([C:10]=1[CH:11]1[CH2:16][CH2:15][CH2:14][CH2:13][CH2:12]1)=[CH:8][CH:7]=[C:6]([C:17]([O:19][CH3:20])=[O:18])[CH:5]=2, predict the reactants needed to synthesize it. The reactants are: [Br:1][C:2]1[NH:3][C:4]2[C:9]([C:10]=1[CH:11]1[CH2:16][CH2:15][CH2:14][CH2:13][CH2:12]1)=[CH:8][CH:7]=[C:6]([C:17]([O:19][CH3:20])=[O:18])[CH:5]=2.[C:21](O[C:21]([O:23][C:24]([CH3:27])([CH3:26])[CH3:25])=[O:22])([O:23][C:24]([CH3:27])([CH3:26])[CH3:25])=[O:22]. (4) Given the product [CH3:16][C:15]1[CH:14]=[CH:13][C:12]([NH:17][C:18](=[O:31])[C:19]2[CH:24]=[CH:23][CH:22]=[C:21]([N:25]3[CH2:26][CH2:27][O:28][CH2:29][CH2:30]3)[CH:20]=2)=[CH:11][C:10]=1[NH:9][C:6]([C:2]1[S:1][CH:5]=[CH:4][CH:3]=1)=[O:7], predict the reactants needed to synthesize it. The reactants are: [S:1]1[CH:5]=[CH:4][CH:3]=[C:2]1[C:6](Cl)=[O:7].[NH2:9][C:10]1[CH:11]=[C:12]([NH:17][C:18](=[O:31])[C:19]2[CH:24]=[CH:23][CH:22]=[C:21]([N:25]3[CH2:30][CH2:29][O:28][CH2:27][CH2:26]3)[CH:20]=2)[CH:13]=[CH:14][C:15]=1[CH3:16].C(N(CC)CC)C. (5) The reactants are: Br[C:2]1[C:23]([CH3:24])=[CH:22][C:5]([O:6][CH2:7][C:8]2[C:13]([CH3:14])=[CH:12][CH:11]=[CH:10][C:9]=2[N:15]2[C:19](=[O:20])[N:18]([CH3:21])[N:17]=[N:16]2)=[C:4]([CH3:25])[CH:3]=1.[B:26]1([B:26]2[O:30][C:29]([CH3:32])([CH3:31])[C:28]([CH3:34])([CH3:33])[O:27]2)[O:30][C:29]([CH3:32])([CH3:31])[C:28]([CH3:34])([CH3:33])[O:27]1.C([O-])(=O)C.[K+].CS(C)=O. Given the product [CH3:33][C:28]1([CH3:34])[C:29]([CH3:32])([CH3:31])[O:30][B:26]([C:2]2[C:23]([CH3:24])=[CH:22][C:5]([O:6][CH2:7][C:8]3[C:13]([CH3:14])=[CH:12][CH:11]=[CH:10][C:9]=3[N:15]3[C:19](=[O:20])[N:18]([CH3:21])[N:17]=[N:16]3)=[C:4]([CH3:25])[CH:3]=2)[O:27]1, predict the reactants needed to synthesize it. (6) Given the product [CH2:13]([C:15]1[CH:27]=[C:26]([C:28]2[N:32]=[C:31]([C:33]3[CH:38]=[C:37]([O:39][CH3:40])[N:36]=[C:35]([CH:41]([CH2:44][CH3:45])[CH2:42][CH3:43])[CH:34]=3)[O:30][N:29]=2)[CH:25]=[C:24]([CH3:46])[C:16]=1[O:17][CH2:18][C@@H:19]([OH:23])[CH2:20][N:21]([CH3:22])[C:47](=[O:51])[CH2:48][OH:49])[CH3:14], predict the reactants needed to synthesize it. The reactants are: CCN=C=NCCCN(C)C.Cl.[CH2:13]([C:15]1[CH:27]=[C:26]([C:28]2[N:32]=[C:31]([C:33]3[CH:38]=[C:37]([O:39][CH3:40])[N:36]=[C:35]([CH:41]([CH2:44][CH3:45])[CH2:42][CH3:43])[CH:34]=3)[O:30][N:29]=2)[CH:25]=[C:24]([CH3:46])[C:16]=1[O:17][CH2:18][C@@H:19]([OH:23])[CH2:20][NH:21][CH3:22])[CH3:14].[C:47]([OH:51])(=O)[CH2:48][OH:49].C1C=CC2N(O)N=NC=2C=1. (7) Given the product [NH2:13][CH2:12][C:7]1[CH:8]=[CH:9][CH:10]=[C:11]2[C:6]=1[N:5]=[CH:4][CH:3]=[C:2]2[O:20][C:21]1[CH:29]=[CH:28][C:24]([C:25]([NH2:27])=[O:26])=[CH:23][CH:22]=1, predict the reactants needed to synthesize it. The reactants are: Cl[C:2]1[C:11]2[C:6](=[C:7]([CH2:12][NH2:13])[CH:8]=[CH:9][CH:10]=2)[N:5]=[CH:4][CH:3]=1.C([O-])([O-])=O.[K+].[K+].[OH:20][C:21]1[CH:29]=[CH:28][C:24]([C:25]([NH2:27])=[O:26])=[CH:23][CH:22]=1. (8) Given the product [Br:1][C:2]1[CH:3]=[C:4]([CH:5]=[CH:6][CH:7]=1)[CH2:8][CH2:9][O:10][CH2:12][C:13]([O:15][C:16]([CH3:19])([CH3:18])[CH3:17])=[O:14], predict the reactants needed to synthesize it. The reactants are: [Br:1][C:2]1[CH:3]=[C:4]([CH2:8][CH2:9][OH:10])[CH:5]=[CH:6][CH:7]=1.Br[CH2:12][C:13]([O:15][C:16]([CH3:19])([CH3:18])[CH3:17])=[O:14].[OH-].[Na+].